Dataset: Full USPTO retrosynthesis dataset with 1.9M reactions from patents (1976-2016). Task: Predict the reactants needed to synthesize the given product. (1) Given the product [CH2:8]([O:7][C:5](=[O:6])[CH2:4][C:3](=[O:10])[CH2:2][N:11]1[CH2:16][CH2:15][CH2:14][CH2:13][CH2:12]1)[CH3:9], predict the reactants needed to synthesize it. The reactants are: Cl[CH2:2][C:3](=[O:10])[CH2:4][C:5]([O:7][CH2:8][CH3:9])=[O:6].[NH:11]1[CH2:16][CH2:15][CH2:14][CH2:13][CH2:12]1.[H-].[Na+]. (2) Given the product [O:12]1[CH:4]=[CH:3][CH:2]=[C:10]1[C:2]1[CH:10]=[C:9]2[C:5]([CH2:6][C:7](=[O:11])[NH:8]2)=[CH:4][CH:3]=1, predict the reactants needed to synthesize it. The reactants are: Br[C:2]1[CH:10]=[C:9]2[C:5]([CH2:6][C:7](=[O:11])[NH:8]2)=[CH:4][CH:3]=1.[OH2:12]. (3) Given the product [Cl:1][C:2]1[C:7]([C:8]([Cl:14])=[O:9])=[C:6]([Cl:11])[N:5]=[CH:4][N:3]=1, predict the reactants needed to synthesize it. The reactants are: [Cl:1][C:2]1[C:7]([C:8](O)=[O:9])=[C:6]([Cl:11])[N:5]=[CH:4][N:3]=1.S(Cl)([Cl:14])=O. (4) Given the product [NH3:8].[N:16]([C@H:10]1[C@H:11]([O:14][CH3:15])[CH2:12][CH2:13][NH:8][CH2:9]1)=[N+:17]=[N-:18], predict the reactants needed to synthesize it. The reactants are: C(OC([N:8]1[CH2:13][CH2:12][C@@H:11]([O:14][CH3:15])[C@H:10]([N:16]=[N+:17]=[N-:18])[CH2:9]1)=O)(C)(C)C.FC(F)(F)C(O)=O.